From a dataset of Catalyst prediction with 721,799 reactions and 888 catalyst types from USPTO. Predict which catalyst facilitates the given reaction. Reactant: [NH2:1][C:2]1[CH:3]=[C:4]([CH:9]=[CH:10][N:11]=1)[C:5]([O:7][CH3:8])=[O:6].Cl[CH2:13][CH2:14][N:15]=[C:16]=[O:17].C(N(CC)CC)C.C(=O)([O-])[O-].[K+].[K+]. Product: [O:17]=[C:16]1[NH:15][CH2:14][CH2:13][N:1]1[C:2]1[CH:3]=[C:4]([CH:9]=[CH:10][N:11]=1)[C:5]([O:7][CH3:8])=[O:6]. The catalyst class is: 7.